The task is: Predict the reaction yield, written as a fraction of the theoretical maximum amount of product (1.0 means a 100% yield; for example, 0.34 means a 34% yield).. This data is from Reaction yield outcomes from USPTO patents with 853,638 reactions. (1) The reactants are [C:1]([N:9]1[CH2:22][CH2:21][C:20]2[C:19]3[C:18]([Br:23])=[CH:17][CH:16]=[CH:15][C:14]=3[NH:13][C:12]=2[CH2:11][CH2:10]1)(=[O:8])C1C=CC=CC=1.[OH-].[K+].C(O)CO.C(OC([O:32][C:33]([CH3:36])([CH3:35])[CH3:34])=O)([O:32][C:33]([CH3:36])([CH3:35])[CH3:34])=O. The catalyst is O1CCOCC1. The product is [C:33]([O:32][C:1]([N:9]1[CH2:22][CH2:21][C:20]2[C:19]3[C:18]([Br:23])=[CH:17][CH:16]=[CH:15][C:14]=3[NH:13][C:12]=2[CH2:11][CH2:10]1)=[O:8])([CH3:36])([CH3:35])[CH3:34]. The yield is 0.950. (2) The reactants are [NH:1]([C:3]1[CH:8]=[C:7]([O:9][CH2:10][CH2:11][O:12][CH3:13])[CH:6]=[CH:5][N:4]=1)[NH2:2].[Si:14]([O:21][C:22]1[CH:23]=[CH:24][CH:25]=[C:26]2[C:31]=1[N:30]=[C:29]([CH:32]=O)[CH:28]=[CH:27]2)([C:17]([CH3:20])([CH3:19])[CH3:18])([CH3:16])[CH3:15]. The catalyst is CCO. The product is [Si:14]([O:21][C:22]1[CH:23]=[CH:24][CH:25]=[C:26]2[C:31]=1[N:30]=[C:29](/[CH:32]=[N:2]/[NH:1][C:3]1[CH:8]=[C:7]([O:9][CH2:10][CH2:11][O:12][CH3:13])[CH:6]=[CH:5][N:4]=1)[CH:28]=[CH:27]2)([C:17]([CH3:20])([CH3:19])[CH3:18])([CH3:15])[CH3:16]. The yield is 0.560. (3) The reactants are [C:1]1([C:7]2[C:19]3[C:18]4[CH2:17][CH2:16][N:15](C(OC(C)(C)C)=O)[CH2:14][C:13]=4[CH:12]=[N:11][C:10]=3[NH:9][N:8]=2)[CH:6]=[CH:5][CH:4]=[CH:3][CH:2]=1.[ClH:27].O1CCOCC1. The catalyst is ClCCl. The product is [Cl-:27].[C:1]1([C:7]2[C:19]3[C:18]4[CH2:17][CH2:16][NH2+:15][CH2:14][C:13]=4[CH:12]=[N:11][C:10]=3[NH:9][N:8]=2)[CH:2]=[CH:3][CH:4]=[CH:5][CH:6]=1. The yield is 0.950. (4) The reactants are [N:1]1([C:6]2[CH:11]=[CH:10][C:9]([O:12][CH3:13])=[CH:8][C:7]=2[O:14][CH3:15])[CH2:5][CH2:4][CH2:3][CH2:2]1.[CH3:16][O:17]C(Cl)Cl.[OH-].[Na+].C(OCC)(=O)C. The catalyst is ClCCl.[Ti](Cl)(Cl)(Cl)Cl. The product is [CH3:13][O:12][C:9]1[CH:8]=[C:7]([O:14][CH3:15])[C:6]([N:1]2[CH2:2][CH2:3][CH2:4][CH2:5]2)=[CH:11][C:10]=1[CH:16]=[O:17]. The yield is 0.500. (5) The reactants are [NH2:1][C:2]1[CH:7]=[CH:6][C:5]([CH3:8])=[CH:4][C:3]=1[S:9]([CH2:12][C:13]([O:15][CH3:16])=[O:14])(=[O:11])=[O:10].[N:17]([O-])=O.[Na+]. The catalyst is C(O)(=O)C.O. The product is [CH3:8][C:5]1[CH:6]=[CH:7][C:2]2[NH:1][N:17]=[C:12]([C:13]([O:15][CH3:16])=[O:14])[S:9](=[O:11])(=[O:10])[C:3]=2[CH:4]=1. The yield is 0.670. (6) The reactants are CS(O[CH2:6][C:7]1[O:8][CH:9]=[C:10]([O:14][CH2:15][CH2:16][CH2:17][CH2:18][CH2:19][O:20][C:21]2[C:30]3[C:25](=[CH:26][CH:27]=[CH:28][CH:29]=3)[N:24]=[CH:23][N:22]=2)[C:11](=[O:13])[CH:12]=1)(=O)=O.[NH:31]1[CH2:35][CH2:34][CH2:33][CH2:32]1. The catalyst is ClCCl. The product is [N:24]1[C:25]2[C:30](=[CH:29][CH:28]=[CH:27][CH:26]=2)[C:21]([O:20][CH2:19][CH2:18][CH2:17][CH2:16][CH2:15][O:14][C:10]2[C:11](=[O:13])[CH:12]=[C:7]([CH2:6][N:31]3[CH2:35][CH2:34][CH2:33][CH2:32]3)[O:8][CH:9]=2)=[N:22][CH:23]=1. The yield is 0.350. (7) The reactants are C([O:5][C:6](=[O:34])[CH2:7][O:8][C:9]1[CH:14]=[CH:13][C:12]([Cl:15])=[CH:11][C:10]=1[C:16]#[C:17][C:18]1[CH:23]=[C:22]([S:24]([N:27]([CH2:29][CH2:30][CH2:31][CH3:32])[CH3:28])(=[O:26])=[O:25])[CH:21]=[CH:20][C:19]=1[CH3:33])(C)(C)C. The catalyst is C(OCC)C.CCCCC. The product is [CH2:29]([N:27]([CH3:28])[S:24]([C:22]1[CH:21]=[CH:20][C:19]([CH3:33])=[C:18]([C:17]#[C:16][C:10]2[CH:11]=[C:12]([Cl:15])[CH:13]=[CH:14][C:9]=2[O:8][CH2:7][C:6]([OH:34])=[O:5])[CH:23]=1)(=[O:25])=[O:26])[CH2:30][CH2:31][CH3:32]. The yield is 0.960.